From a dataset of Peptide-MHC class I binding affinity with 185,985 pairs from IEDB/IMGT. Regression. Given a peptide amino acid sequence and an MHC pseudo amino acid sequence, predict their binding affinity value. This is MHC class I binding data. (1) The peptide sequence is VTFKNPHAK. The binding affinity (normalized) is 0.480. The MHC is HLA-A30:01 with pseudo-sequence HLA-A30:01. (2) The MHC is HLA-A01:01 with pseudo-sequence HLA-A01:01. The binding affinity (normalized) is 0.0847. The peptide sequence is VTFQGKFKK. (3) The peptide sequence is RMRGAHTNDV. The MHC is HLA-A02:06 with pseudo-sequence HLA-A02:06. The binding affinity (normalized) is 0. (4) The peptide sequence is FFGPIGKLIA. The MHC is HLA-A68:02 with pseudo-sequence HLA-A68:02. The binding affinity (normalized) is 0.0310. (5) The peptide sequence is EDGAEALGPF. The MHC is H-2-Db with pseudo-sequence H-2-Db. The binding affinity (normalized) is 0. (6) The peptide sequence is LIPCRDVVL. The MHC is HLA-A01:01 with pseudo-sequence HLA-A01:01. The binding affinity (normalized) is 0.